Predict the product of the given reaction. From a dataset of Forward reaction prediction with 1.9M reactions from USPTO patents (1976-2016). (1) Given the reactants [CH2:1]([O:8][C:9]1[CH:10]=[C:11]2[C:16](=[CH:17][C:18]=1[N:19]1[CH2:23][C:22](=[O:24])[NH:21][S:20]1(=[O:26])=[O:25])[CH:15]=[C:14]([C:27]1[CH:28]=[C:29]([CH2:33][C:34]([OH:36])=[O:35])[CH:30]=[CH:31][CH:32]=1)[CH:13]=[CH:12]2)[C:2]1[CH:7]=[CH:6][CH:5]=[CH:4][CH:3]=1.[C:37](O)([C:39](F)(F)F)=O, predict the reaction product. The product is: [CH2:37]([O:35][C:34](=[O:36])[CH2:33][C:29]1[CH:30]=[CH:31][CH:32]=[C:27]([C:14]2[CH:13]=[CH:12][C:11]3[C:16](=[CH:17][C:18]([N:19]4[CH2:23][C:22](=[O:24])[NH:21][S:20]4(=[O:26])=[O:25])=[C:9]([O:8][CH2:1][C:2]4[CH:7]=[CH:6][CH:5]=[CH:4][CH:3]=4)[CH:10]=3)[CH:15]=2)[CH:28]=1)[CH3:39]. (2) Given the reactants [CH3:1][C:2]1[C:7]2[N:8]([CH2:12][CH2:13][S:14][CH3:15])[C:9](=[O:11])[NH:10][C:6]=2[CH:5]=[CH:4][CH:3]=1.C(N(CC)CC)C.Cl[C:24](OC1C=CC([N+]([O-])=O)=CC=1)=[O:25].[CH3:36][N:37]([CH3:46])[C:38](=[O:45])[C@H:39]([C:41]([CH3:44])([CH3:43])[CH3:42])[NH2:40].Cl.CNC, predict the reaction product. The product is: [CH3:46][N:37]([CH3:36])[C:38]([C@@H:39]([NH:40][C:24]([N:10]1[C:6]2[CH:5]=[CH:4][CH:3]=[C:2]([CH3:1])[C:7]=2[N:8]([CH2:12][CH2:13][S:14][CH3:15])[C:9]1=[O:11])=[O:25])[C:41]([CH3:43])([CH3:42])[CH3:44])=[O:45]. (3) The product is: [C:3]([O:8][C:9]1[CH:14]=[C:13]([CH:15]([CH3:16])[CH3:17])[CH:12]=[CH:11][C:10]=1[C:18]1([NH:32][C:33](=[O:37])[CH2:34][CH2:35][CH3:36])[C:26](=[O:27])[C:25]2[C:20](=[CH:21][CH:22]=[CH:23][C:24]=2[NH2:28])[C:19]1=[O:31])(=[O:7])[CH2:4][CH2:5][CH3:6]. Given the reactants Cl.O.[C:3]([O:8][C:9]1[CH:14]=[C:13]([CH:15]([CH3:17])[CH3:16])[CH:12]=[CH:11][C:10]=1[C:18]1([NH:32][C:33](=[O:37])[CH2:34][CH2:35][CH3:36])[C:26](=[O:27])[C:25]2[C:20](=[CH:21][CH:22]=[CH:23][C:24]=2[N+:28]([O-])=O)[C:19]1=[O:31])(=[O:7])[CH2:4][CH2:5][CH3:6], predict the reaction product. (4) Given the reactants C1(P(N=[N+]=[N-])(C2C=CC=CC=2)=[O:8])C=CC=CC=1.CC[N:20]([CH2:23]C)CC.[CH:25]1([CH2:28][N:29]2[C:37]3[CH:36]=[C:35](C(O)=O)[N:34]=[CH:33][C:32]=3[CH:31]=[CH:30]2)[CH2:27][CH2:26]1.[CH3:41][C:42]([OH:45])([CH3:44])[CH3:43], predict the reaction product. The product is: [CH:25]1([CH2:28][N:29]2[C:37]3[CH:36]=[C:35]([NH:20][C:23](=[O:8])[O:45][C:42]([CH3:44])([CH3:43])[CH3:41])[N:34]=[CH:33][C:32]=3[CH:31]=[CH:30]2)[CH2:26][CH2:27]1. (5) Given the reactants [CH2:1]([NH:3][CH:4]([CH3:13])[C:5]([C:7]1[CH:12]=[CH:11][CH:10]=[CH:9][CH:8]=1)=[O:6])[CH3:2].C([O-])(O)=O.[Na+].[CH2:19]([S:22](Cl)(=[O:24])=[O:23])[CH2:20][CH3:21], predict the reaction product. The product is: [CH2:1]([N:3]([CH:4]([CH3:13])[C:5](=[O:6])[C:7]1[CH:12]=[CH:11][CH:10]=[CH:9][CH:8]=1)[S:22]([CH2:19][CH2:20][CH3:21])(=[O:24])=[O:23])[CH3:2].